Dataset: Full USPTO retrosynthesis dataset with 1.9M reactions from patents (1976-2016). Task: Predict the reactants needed to synthesize the given product. (1) Given the product [F:8][C:9]([F:14])([F:13])[C:10]([O-:12])=[O:11].[CH2:39]([C:40]1[NH+:44]=[C:43]([NH2:52])[NH:42][CH:41]=1)[CH2:38][CH2:37][CH2:36][C:16]1[NH+:20]=[C:19]([NH2:28])[NH:18][CH:17]=1.[F:8][C:9]([F:14])([F:13])[C:10]([O-:12])=[O:11], predict the reactants needed to synthesize it. The reactants are: C1(C)C=CC=CC=1.[F:8][C:9]([F:14])([F:13])[C:10]([OH:12])=[O:11].O=[C:16]([CH2:36][CH2:37][CH2:38][CH2:39][C:40](=O)[CH2:41][NH:42]/[C:43](/[NH:52]C(OC(C)(C)C)=O)=[N:44]\C(OC(C)(C)C)=O)[CH2:17][NH:18]/[C:19](/[NH:28]C(OC(C)(C)C)=O)=[N:20]\C(OC(C)(C)C)=O. (2) The reactants are: [C:1]([O:5][C:6]([N:8]1[CH2:11][CH:10]([O:12][C:13]2[CH:14]=[C:15]3[C:24](=[CH:25][C:26]=2[CH:27]([CH3:29])[CH3:28])[O:23][CH2:22][C:21]2[N:16]3[CH:17]([CH3:31])[C:18](=[O:30])[NH:19][N:20]=2)[CH2:9]1)=[O:7])([CH3:4])([CH3:3])[CH3:2].C(OC(N1CC(OC2C=C3C(=CC=2Br)OCC2N3C(C)C(=O)NN=2)C1)=O)(C)(C)C. Given the product [C:1]([O:5][C:6]([N:8]1[CH2:11][CH:10]([O:12][C:13]2[CH:14]=[C:15]3[C:24](=[CH:25][C:26]=2[CH:27]([CH3:28])[CH3:29])[O:23][CH2:22][C:21]2[N:16]3[C@@H:17]([CH3:31])[C:18](=[O:30])[NH:19][N:20]=2)[CH2:9]1)=[O:7])([CH3:4])([CH3:3])[CH3:2].[C:1]([O:5][C:6]([N:8]1[CH2:11][CH:10]([O:12][C:13]2[CH:14]=[C:15]3[C:24](=[CH:25][C:26]=2[CH:27]([CH3:28])[CH3:29])[O:23][CH2:22][C:21]2[N:16]3[C@H:17]([CH3:31])[C:18](=[O:30])[NH:19][N:20]=2)[CH2:9]1)=[O:7])([CH3:4])([CH3:3])[CH3:2], predict the reactants needed to synthesize it. (3) Given the product [OH:8][C:9]1[N:17]=[C:16]2[C:12]([N:13]=[CH:14][N:15]2[CH:18]2[CH2:22][CH2:21][CH2:20][O:19]2)=[C:11]([NH2:23])[N:10]=1, predict the reactants needed to synthesize it. The reactants are: C([O:8][C:9]1[N:17]=[C:16]2[C:12]([N:13]=[CH:14][N:15]2[CH:18]2[CH2:22][CH2:21][CH2:20][O:19]2)=[C:11]([NH2:23])[N:10]=1)C1C=CC=CC=1. (4) Given the product [Cl:16][C:17]1[CH:18]=[C:19]([CH:22]=[CH:23][CH:24]=1)[CH2:20][O:1][CH2:2][C:3]1[N:8]=[C:7]([NH:9][C:10](=[O:15])[C:11]([CH3:12])([CH3:14])[CH3:13])[CH:6]=[CH:5][CH:4]=1, predict the reactants needed to synthesize it. The reactants are: [OH:1][CH2:2][C:3]1[N:8]=[C:7]([NH:9][C:10](=[O:15])[C:11]([CH3:14])([CH3:13])[CH3:12])[CH:6]=[CH:5][CH:4]=1.[Cl:16][C:17]1[CH:18]=[C:19]([CH:22]=[CH:23][CH:24]=1)[CH2:20]Br. (5) The reactants are: [CH2:1]([O:8][C:9]1[CH:10]=[C:11]([C:15]([CH3:20])([CH3:19])[C:16]([OH:18])=[O:17])[CH:12]=[CH:13][CH:14]=1)[C:2]1[CH:7]=[CH:6][CH:5]=[CH:4][CH:3]=1.[C:21](=O)([O-])[O-].[K+].[K+].CI.CN(C)C=O. Given the product [CH2:1]([O:8][C:9]1[CH:10]=[C:11]([C:15]([CH3:20])([CH3:19])[C:16]([O:18][CH3:21])=[O:17])[CH:12]=[CH:13][CH:14]=1)[C:2]1[CH:3]=[CH:4][CH:5]=[CH:6][CH:7]=1, predict the reactants needed to synthesize it. (6) Given the product [CH3:1][N:2]1[C:7]2[CH:8]=[C:9]([C:11]3[O:12][CH:26]=[N:24][CH:25]=3)[S:10][C:6]=2[C:5](=[O:13])[NH:4][C:3]1([CH3:15])[CH3:14], predict the reactants needed to synthesize it. The reactants are: [CH3:1][N:2]1[C:7]2[CH:8]=[C:9]([CH:11]=[O:12])[S:10][C:6]=2[C:5](=[O:13])[NH:4][C:3]1([CH3:15])[CH3:14].C(N)C.C1COCC1.[N+:24]([CH2:26]S(C1C=CC(C)=CC=1)(=O)=O)#[C-:25].C(=O)([O-])[O-].[K+].[K+].C([O-])(O)=O.[Na+]. (7) Given the product [CH2:17]([S:27]([NH:2][C@H:3]1[CH2:10][CH2:9][CH2:8][NH:7][C:5](=[O:6])[CH2:4]1)(=[O:29])=[O:28])[CH2:18][CH2:19][CH2:20][CH2:21][CH2:22][CH2:23][CH2:24][CH2:25][CH3:26], predict the reactants needed to synthesize it. The reactants are: Cl.[NH2:2][C@H:3]1[CH2:10][CH2:9][CH2:8][NH:7][C:5](=[O:6])[CH2:4]1.C([O-])([O-])=O.[Na+].[Na+].[CH2:17]([S:27](Cl)(=[O:29])=[O:28])[CH2:18][CH2:19][CH2:20][CH2:21][CH2:22][CH2:23][CH2:24][CH2:25][CH3:26]. (8) Given the product [Cl:11][C:12]1[CH:13]=[CH:14][C:15]([C:5]([F:8])([F:7])[F:6])=[N:16][CH:17]=1, predict the reactants needed to synthesize it. The reactants are: [F-].[K+].C[Si](C)(C)[C:5]([F:8])([F:7])[F:6].[Cl:11][C:12]1[CH:13]=[CH:14][C:15](I)=[N:16][CH:17]=1.